This data is from Full USPTO retrosynthesis dataset with 1.9M reactions from patents (1976-2016). The task is: Predict the reactants needed to synthesize the given product. (1) Given the product [CH3:39][O:38][C:34]1[CH:33]=[C:32]([S:31][C:30]2[C:23]3[C:22]([NH:1][C@H:2]([C:4]4[N:9]([C:10]5[CH:15]=[CH:14][CH:13]=[CH:12][CH:11]=5)[C:8](=[O:16])[C:7]5=[C:17]([CH3:20])[CH:18]=[CH:19][N:6]5[N:5]=4)[CH3:3])=[N:27][CH:26]=[N:25][C:24]=3[N:28]([CH2:40][O:41][CH2:42][CH2:43][Si:44]([CH3:45])([CH3:47])[CH3:46])[CH:29]=2)[CH:37]=[CH:36][CH:35]=1, predict the reactants needed to synthesize it. The reactants are: [NH2:1][C@H:2]([C:4]1[N:9]([C:10]2[CH:15]=[CH:14][CH:13]=[CH:12][CH:11]=2)[C:8](=[O:16])[C:7]2=[C:17]([CH3:20])[CH:18]=[CH:19][N:6]2[N:5]=1)[CH3:3].Cl[C:22]1[C:23]2[C:30]([S:31][C:32]3[CH:37]=[CH:36][CH:35]=[C:34]([O:38][CH3:39])[CH:33]=3)=[CH:29][N:28]([CH2:40][O:41][CH2:42][CH2:43][Si:44]([CH3:47])([CH3:46])[CH3:45])[C:24]=2[N:25]=[CH:26][N:27]=1.C(N(CC)C(C)C)(C)C.[F-].[Cs+]. (2) Given the product [O:1]1[C:5]2[CH:6]=[CH:7][C:8]([C:10]3[O:14][C:13]([S:15][CH2:17][C:18]4[CH:26]=[CH:25][C:21]([C:22]([OH:24])=[O:23])=[CH:20][CH:19]=4)=[N:12][N:11]=3)=[CH:9][C:4]=2[CH2:3][CH2:2]1, predict the reactants needed to synthesize it. The reactants are: [O:1]1[C:5]2[CH:6]=[CH:7][C:8]([C:10]3[O:14][C:13]([SH:15])=[N:12][N:11]=3)=[CH:9][C:4]=2[CH2:3][CH2:2]1.Cl[CH2:17][C:18]1[CH:26]=[CH:25][C:21]([C:22]([OH:24])=[O:23])=[CH:20][CH:19]=1. (3) Given the product [CH3:14][O:13][C:10]1[CH:9]=[CH:8][C:7]([C:6]2[CH2:5][C:4](=[O:16])[N:23]([C:17]3[CH:22]=[CH:21][CH:20]=[CH:19][CH:18]=3)[N:24]=2)=[CH:12][CH:11]=1, predict the reactants needed to synthesize it. The reactants are: C(O[C:4](=[O:16])[CH2:5][C:6](=O)[C:7]1[CH:12]=[CH:11][C:10]([O:13][CH3:14])=[CH:9][CH:8]=1)C.[C:17]1([NH:23][NH2:24])[CH:22]=[CH:21][CH:20]=[CH:19][CH:18]=1. (4) Given the product [F:2][C:3]1[CH:24]=[CH:23][C:6]([O:7][C:8]2[CH:9]=[C:10]([NH:14][C:15]([CH:17]3[CH2:18][CH2:19][N:20]([C:26]4[C:27]5[C:34]([CH3:35])=[CH:33][NH:32][C:28]=5[N:29]=[CH:30][N:31]=4)[CH2:21][CH2:22]3)=[O:16])[CH:11]=[CH:12][CH:13]=2)=[CH:5][CH:4]=1, predict the reactants needed to synthesize it. The reactants are: Cl.[F:2][C:3]1[CH:24]=[CH:23][C:6]([O:7][C:8]2[CH:9]=[C:10]([NH:14][C:15]([CH:17]3[CH2:22][CH2:21][NH:20][CH2:19][CH2:18]3)=[O:16])[CH:11]=[CH:12][CH:13]=2)=[CH:5][CH:4]=1.Cl[C:26]1[C:27]2[C:34]([CH3:35])=[CH:33][NH:32][C:28]=2[N:29]=[CH:30][N:31]=1.C(N(CC)CC)C. (5) Given the product [CH3:23][C:8]1[C:6]2[N:7]=[C:2]([C:38]3[CH:37]=[N:36][C:35]([NH2:34])=[N:40][CH:39]=3)[N:3]=[C:4]([N:24]3[CH2:29][CH2:28][O:27][CH2:26][CH2:25]3)[C:5]=2[S:10][C:9]=1[CH2:11][N:12]1[CH2:17][CH2:16][N:15]([C:18]([C@@H:19]([OH:21])[CH3:20])=[O:22])[CH2:14][CH2:13]1, predict the reactants needed to synthesize it. The reactants are: Cl[C:2]1[N:3]=[C:4]([N:24]2[CH2:29][CH2:28][O:27][CH2:26][CH2:25]2)[C:5]2[S:10][C:9]([CH2:11][N:12]3[CH2:17][CH2:16][N:15]([C:18](=[O:22])[C@@H:19]([OH:21])[CH3:20])[CH2:14][CH2:13]3)=[C:8]([CH3:23])[C:6]=2[N:7]=1.C(O)CC.[NH2:34][C:35]1[N:40]=[CH:39][C:38](B(O)O)=[CH:37][N:36]=1.P([O-])([O-])(O)=O.[K+].[K+]. (6) Given the product [NH2:1][C:2]1[N:7]=[C:6]([OH:8])[C:5]([N:14]=[O:15])=[C:4]([NH2:9])[N:3]=1, predict the reactants needed to synthesize it. The reactants are: [NH2:1][C:2]1[N:7]=[C:6]([OH:8])[CH:5]=[C:4]([NH2:9])[N:3]=1.C(O)(=O)C.[N:14]([O-])=[O:15].[Na+].